Dataset: Full USPTO retrosynthesis dataset with 1.9M reactions from patents (1976-2016). Task: Predict the reactants needed to synthesize the given product. (1) Given the product [Cl:25][C:4]1[CH:3]=[C:2]([C:31]2[CH:32]=[N:33][C:28]([C:27]([F:38])([F:37])[F:26])=[CH:29][CH:30]=2)[CH:7]=[N:6][C:5]=1[C:8]([F:24])([F:23])[CH2:9][NH:10][C:11](=[O:22])[C:12]1[CH:17]=[CH:16][CH:15]=[CH:14][C:13]=1[C:18]([F:21])([F:20])[F:19], predict the reactants needed to synthesize it. The reactants are: Br[C:2]1[CH:3]=[C:4]([Cl:25])[C:5]([C:8]([F:24])([F:23])[CH2:9][NH:10][C:11](=[O:22])[C:12]2[CH:17]=[CH:16][CH:15]=[CH:14][C:13]=2[C:18]([F:21])([F:20])[F:19])=[N:6][CH:7]=1.[F:26][C:27]([F:38])([F:37])[C:28]1[N:33]=[CH:32][C:31](B(O)O)=[CH:30][CH:29]=1.C(=O)([O-])[O-].[Na+].[Na+]. (2) Given the product [F:28][C:2]([F:1])([C:22]1[CH:23]=[CH:24][CH:25]=[CH:26][CH:27]=1)[CH:3]([OH:21])[CH:4]=[CH:5][CH:6]1[N:10]([CH2:11][C:12]2[CH:17]=[CH:16][C:15]([O:18][CH3:19])=[CH:14][CH:13]=2)[C:9](=[O:20])[CH2:8][CH2:7]1, predict the reactants needed to synthesize it. The reactants are: [F:1][C:2]([F:28])([C:22]1[CH:27]=[CH:26][CH:25]=[CH:24][CH:23]=1)[C:3](=[O:21])/[CH:4]=[CH:5]/[C@@H:6]1[N:10]([CH2:11][C:12]2[CH:17]=[CH:16][C:15]([O:18][CH3:19])=[CH:14][CH:13]=2)[C:9](=[O:20])[CH2:8][CH2:7]1.C1(C)C=CC=CC=1.[B]1OC2C(=CC=CC=2)O1. (3) Given the product [CH3:36][N:2]([CH3:1])[CH2:3][CH2:4][O:5][C:6]1[CH:7]=[CH:8][C:9]([NH:12][C:13](=[O:35])/[C:14](/[C:25]2[CH:26]=[CH:27][C:28]([OH:31])=[CH:29][CH:30]=2)=[C:15](\[CH:22]2[CH2:24][CH2:23]2)/[C:16]2[CH:21]=[CH:20][CH:19]=[CH:18][CH:17]=2)=[CH:10][CH:11]=1, predict the reactants needed to synthesize it. The reactants are: [CH3:1][N:2]([CH3:36])[CH2:3][CH2:4][O:5][C:6]1[CH:11]=[CH:10][C:9]([NH:12][C:13](=[O:35])/[C:14](/[C:25]2[CH:30]=[CH:29][C:28]([O:31]COC)=[CH:27][CH:26]=2)=[C:15](\[CH:22]2[CH2:24][CH2:23]2)/[C:16]2[CH:21]=[CH:20][CH:19]=[CH:18][CH:17]=2)=[CH:8][CH:7]=1.Cl.C([O-])(O)=O.[Na+].